From a dataset of Full USPTO retrosynthesis dataset with 1.9M reactions from patents (1976-2016). Predict the reactants needed to synthesize the given product. Given the product [CH3:8][N:10]([CH3:11])[C:5]1[C:6]([C:8]([NH:10][C:11]2[CH:19]=[C:18]([C:20]3[CH:28]=[CH:27][CH:26]=[C:25]4[C:21]=3[CH:22]=[CH:23][NH:24]4)[CH:17]=[C:16]3[C:12]=2[CH:13]=[N:14][NH:15]3)=[O:9])=[N:7][C:2]([N:7]2[CH2:2][CH2:3][CH2:4][CH2:5][CH2:6]2)=[CH:3][CH:4]=1, predict the reactants needed to synthesize it. The reactants are: Cl[C:2]1[N:7]=[C:6]([C:8]([NH:10][C:11]2[CH:19]=[C:18]([C:20]3[CH:28]=[CH:27][CH:26]=[C:25]4[C:21]=3[CH:22]=[CH:23][NH:24]4)[CH:17]=[C:16]3[C:12]=2[CH:13]=[N:14][NH:15]3)=[O:9])[C:5](F)=[CH:4][CH:3]=1.